Dataset: Reaction yield outcomes from USPTO patents with 853,638 reactions. Task: Predict the reaction yield, written as a fraction of the theoretical maximum amount of product (1.0 means a 100% yield; for example, 0.34 means a 34% yield). (1) The reactants are [CH3:1][O:2][C:3]([NH:5][C@H:6]([C:11]([N:13]1[C@@H:17]([CH3:18])[CH2:16][CH2:15][C@H:14]1[C:19]1[NH:20][C:21]([C:24]2[CH:29]=[C:28]3[CH2:30][O:31][C:32]4[CH:59]=[C:58]5[C:35]([CH:36]=[CH:37][C:38]6[N:42]=[C:41]([C@@H:43]7[CH2:47][C@H:46]([CH2:48][O:49][CH3:50])[CH2:45][N:44]7C(OC(C)(C)C)=O)[NH:40][C:39]=65)=[CH:34][C:33]=4[C:27]3=[CH:26][CH:25]=2)=[CH:22][N:23]=1)=[O:12])[C@H:7]([CH2:9][CH3:10])[CH3:8])=[O:4].Cl.[CH3:61][O:62][C:63]([NH:65][C@@H:66]([CH:70]([CH3:72])[CH3:71])[C:67](O)=[O:68])=[O:64].CN(C(ON1N=NC2C=CC=NC1=2)=[N+](C)C)C.F[P-](F)(F)(F)(F)F.CCN(C(C)C)C(C)C. The catalyst is C(Cl)Cl.CO.CN(C=O)C.[Li+].[OH-]. The product is [CH3:1][O:2][C:3]([NH:5][C@@H:6]([C@@H:7]([CH3:8])[CH2:9][CH3:10])[C:11]([N:13]1[C@@H:17]([CH3:18])[CH2:16][CH2:15][C@H:14]1[C:19]1[NH:20][C:21]([C:24]2[CH:29]=[C:28]3[CH2:30][O:31][C:32]4[CH:59]=[C:58]5[C:35]([CH:36]=[CH:37][C:38]6[N:42]=[C:41]([C@@H:43]7[CH2:47][C@H:46]([CH2:48][O:49][CH3:50])[CH2:45][N:44]7[C:67](=[O:68])[C@@H:66]([NH:65][C:63](=[O:64])[O:62][CH3:61])[CH:70]([CH3:72])[CH3:71])[NH:40][C:39]=65)=[CH:34][C:33]=4[C:27]3=[CH:26][CH:25]=2)=[CH:22][N:23]=1)=[O:12])=[O:4]. The yield is 0.380. (2) The reactants are C([N:8]1[CH2:12][CH2:11][C@:10]([CH3:27])([C:13]([N:15]2[C@H:19]([C:20]3[CH:25]=[CH:24][CH:23]=[CH:22][CH:21]=3)[CH2:18][O:17][C:16]2=[O:26])=[O:14])[CH2:9]1)C1C=CC=CC=1.C([O-])(O)=O.[Na+].[CH2:33]([O:40][C:41](Cl)=[O:42])[C:34]1[CH:39]=[CH:38][CH:37]=[CH:36][CH:35]=1. The catalyst is ClCCCl.Cl. The product is [CH3:27][C@@:10]1([C:13]([N:15]2[C@H:19]([C:20]3[CH:25]=[CH:24][CH:23]=[CH:22][CH:21]=3)[CH2:18][O:17][C:16]2=[O:26])=[O:14])[CH2:11][CH2:12][N:8]([C:41]([O:40][CH2:33][C:34]2[CH:39]=[CH:38][CH:37]=[CH:36][CH:35]=2)=[O:42])[CH2:9]1. The yield is 0.522. (3) The reactants are [O:1]1[C:5]2[CH:6]=[CH:7][C:8]([OH:10])=[CH:9][C:4]=2[O:3][CH2:2]1.C([Mg]Cl)(C)C.[CH2:16]1[N:27]2[C:28]3[C:20](=[CH:21][C:22](=[O:30])[C:23](=O)[C:24]=3[CH:25]=[CH:26]2)[S:19][CH2:18][CH2:17]1.FC(F)(F)C(O)=O.C([SiH](CC)CC)C. The catalyst is O1CCCC1.ClCCl.C(OCC)(=O)C. The product is [OH:10][C:8]1[C:7]([CH:23]2[C:22](=[O:30])[CH:21]=[C:20]3[S:19][CH2:18][CH2:17][CH2:16][N:27]4[C:28]3=[C:24]2[CH:25]=[CH:26]4)=[CH:6][C:5]2[O:1][CH2:2][O:3][C:4]=2[CH:9]=1. The yield is 0.480. (4) The reactants are [H-].[H-].[H-].[H-].[Li+].[Al+3].[CH2:7]([N:14]1[CH2:19][C:18](=O)[NH:17][C@@H:16]([CH2:21][CH2:22][C:23](OCC2C=CC=CC=2)=[O:24])[C:15]1=O)[C:8]1[CH:13]=[CH:12][CH:11]=[CH:10][CH:9]=1.O.[OH-].[Na+]. The catalyst is C1COCC1. The product is [CH2:7]([N:14]1[CH2:19][CH2:18][NH:17][C@@H:16]([CH2:21][CH2:22][CH2:23][OH:24])[CH2:15]1)[C:8]1[CH:9]=[CH:10][CH:11]=[CH:12][CH:13]=1. The yield is 0.500. (5) The reactants are Br[C:2]1[N:3]=[C:4]([CH:22]2[CH2:24][CH2:23]2)[N:5]([CH2:14][O:15][CH2:16][CH2:17][Si:18]([CH3:21])([CH3:20])[CH3:19])[C:6]=1[C:7]1[CH:12]=[CH:11][N:10]=[C:9]([Cl:13])[N:8]=1.[F:25][C:26]1[C:32](B2OC(C)(C)C(C)(C)O2)=[CH:31][CH:30]=[CH:29][C:27]=1[NH2:28].C(=O)([O-])[O-].[Na+].[Na+].COCCOC. The catalyst is [NH4+].[Cl-]. The product is [Cl:13][C:9]1[N:8]=[C:7]([C:6]2[N:5]([CH2:14][O:15][CH2:16][CH2:17][Si:18]([CH3:21])([CH3:20])[CH3:19])[C:4]([CH:22]3[CH2:24][CH2:23]3)=[N:3][C:2]=2[C:32]2[C:26]([F:25])=[C:27]([CH:29]=[CH:30][CH:31]=2)[NH2:28])[CH:12]=[CH:11][N:10]=1. The yield is 0.380. (6) The reactants are [F:1][C:2]([F:7])([F:6])[CH2:3][CH2:4][OH:5].[H-].[Na+].Br[CH2:11][C:12]1[CH:21]=[CH:20][C:15]([C:16]([O:18][CH3:19])=[O:17])=[CH:14][CH:13]=1.O. The catalyst is O1CCCC1.[I-].C([N+](CCCC)(CCCC)CCCC)CCC. The product is [F:1][C:2]([F:7])([F:6])[CH2:3][CH2:4][O:5][CH2:11][C:12]1[CH:21]=[CH:20][C:15]([C:16]([O:18][CH3:19])=[O:17])=[CH:14][CH:13]=1. The yield is 0.730.